This data is from Catalyst prediction with 721,799 reactions and 888 catalyst types from USPTO. The task is: Predict which catalyst facilitates the given reaction. (1) Reactant: [CH2:1]([O:3][C:4](=[O:39])[CH2:5][CH2:6][CH2:7][O:8][C:9]1[CH:14]=[CH:13][CH:12]=[C:11]([CH2:15][CH2:16][CH2:17][CH2:18][CH2:19][CH2:20][O:21][C:22]2[CH:27]=[C:26]([O:28][CH2:29][CH3:30])[CH:25]=[C:24](Br)[CH:23]=2)[C:10]=1[CH2:32][CH2:33][C:34]([O:36][CH2:37][CH3:38])=[O:35])[CH3:2].[Cl:40][C:41]1[CH:46]=[CH:45][C:44](B(O)O)=[CH:43][CH:42]=1.C(=O)([O-])[O-].[Cs+].[Cs+]. Product: [CH2:1]([O:3][C:4](=[O:39])[CH2:5][CH2:6][CH2:7][O:8][C:9]1[CH:14]=[CH:13][CH:12]=[C:11]([CH2:15][CH2:16][CH2:17][CH2:18][CH2:19][CH2:20][O:21][C:22]2[CH:23]=[C:24]([C:44]3[CH:45]=[CH:46][C:41]([Cl:40])=[CH:42][CH:43]=3)[CH:25]=[C:26]([O:28][CH2:29][CH3:30])[CH:27]=2)[C:10]=1[CH2:32][CH2:33][C:34]([O:36][CH2:37][CH3:38])=[O:35])[CH3:2]. The catalyst class is: 140. (2) The catalyst class is: 3. Reactant: CN(C(ON1N=NC2C=CC=NC1=2)=[N+](C)C)C.F[P-](F)(F)(F)(F)F.[Cl:25][C:26]1[CH:31]=[CH:30][CH:29]=[C:28]([Cl:32])[C:27]=1[NH:33][C:34]([NH:36][C:37]1[CH:45]=[CH:44][CH:43]=[CH:42][C:38]=1[C:39]([OH:41])=O)=[O:35].[ClH:46].[NH2:47][C@@H:48]([CH:53]1[CH2:58][CH2:57][CH2:56][CH2:55][CH2:54]1)[C:49]([O:51][CH3:52])=[O:50].C(N(C(C)C)CC)(C)C. Product: [Cl:46][C:44]1[CH:43]=[CH:42][C:38]([C:39]([NH:47][C@@H:48]([CH:53]2[CH2:58][CH2:57][CH2:56][CH2:55][CH2:54]2)[C:49]([O:51][CH3:52])=[O:50])=[O:41])=[C:37]([NH:36][C:34]([NH:33][C:27]2[C:28]([Cl:32])=[CH:29][CH:30]=[CH:31][C:26]=2[Cl:25])=[O:35])[CH:45]=1. (3) Reactant: [CH3:1][O:2][C:3]1[CH:12]=[C:11]([CH:13]=[C:14]([N+:16]([O-:18])=[O:17])[CH3:15])[CH:10]=[CH:9][C:4]=1[O:5][CH2:6][CH2:7][OH:8].N1C=CC=CC=1.COC1C=CC(O)=CC=1.[C:34](O[C:34](=[O:38])[C:35]([CH3:37])=[CH2:36])(=[O:38])[C:35]([CH3:37])=[CH2:36]. Product: [C:34]([O:8][CH2:7][CH2:6][O:5][C:4]1[CH:9]=[CH:10][C:11]([CH:13]=[C:14]([N+:16]([O-:18])=[O:17])[CH3:15])=[CH:12][C:3]=1[O:2][CH3:1])(=[O:38])[C:35]([CH3:37])=[CH2:36]. The catalyst class is: 100.